From a dataset of HIV replication inhibition screening data with 41,000+ compounds from the AIDS Antiviral Screen. Binary Classification. Given a drug SMILES string, predict its activity (active/inactive) in a high-throughput screening assay against a specified biological target. The drug is CCOC(=O)c1nc2ccccc2nc1Oc1cc(OC)cc(OC)c1. The result is 0 (inactive).